Dataset: Forward reaction prediction with 1.9M reactions from USPTO patents (1976-2016). Task: Predict the product of the given reaction. Given the reactants [C:1]([CH2:3][C:4]([OH:6])=O)#[N:2].C(Cl)(=O)C(Cl)=O.[OH-].[Na+].[N:15]1[CH:20]=[CH:19][C:18]([CH2:21][C:22]2[CH:28]=[CH:27][C:25]([NH2:26])=[CH:24][CH:23]=2)=[CH:17][CH:16]=1, predict the reaction product. The product is: [C:1]([CH2:3][C:4]([NH:26][C:25]1[CH:24]=[CH:23][C:22]([CH2:21][C:18]2[CH:17]=[CH:16][N:15]=[CH:20][CH:19]=2)=[CH:28][CH:27]=1)=[O:6])#[N:2].